From a dataset of Peptide-MHC class I binding affinity with 185,985 pairs from IEDB/IMGT. Regression. Given a peptide amino acid sequence and an MHC pseudo amino acid sequence, predict their binding affinity value. This is MHC class I binding data. (1) The peptide sequence is YPLHEQYGM. The MHC is HLA-B53:01 with pseudo-sequence HLA-B53:01. The binding affinity (normalized) is 0.581. (2) The peptide sequence is YTFEPHYFY. The MHC is HLA-A02:12 with pseudo-sequence HLA-A02:12. The binding affinity (normalized) is 0.0847. (3) The peptide sequence is RAIEAQQHL. The MHC is HLA-A02:02 with pseudo-sequence HLA-A02:02. The binding affinity (normalized) is 0.199. (4) The peptide sequence is DFTKVETVYW. The MHC is Mamu-B17 with pseudo-sequence Mamu-B17. The binding affinity (normalized) is 0.229. (5) The peptide sequence is KNFLKQVYFES. The MHC is H-2-Kb with pseudo-sequence H-2-Kb. The binding affinity (normalized) is 0.753. (6) The peptide sequence is MEFNSLLAI. The MHC is HLA-A02:16 with pseudo-sequence HLA-A02:16. The binding affinity (normalized) is 0.0847.